Dataset: Reaction yield outcomes from USPTO patents with 853,638 reactions. Task: Predict the reaction yield, written as a fraction of the theoretical maximum amount of product (1.0 means a 100% yield; for example, 0.34 means a 34% yield). (1) The reactants are [Cl:1][C:2]1[CH:13]=[CH:12][C:5]2[N:6]([CH3:11])[C:7]([CH2:9][OH:10])=[N:8][C:4]=2[CH:3]=1.CC(OI1(OC(C)=O)(OC(C)=O)OC(=O)C2C=CC=CC1=2)=O. The catalyst is C(Cl)Cl. The product is [Cl:1][C:2]1[CH:13]=[CH:12][C:5]2[N:6]([CH3:11])[C:7]([CH:9]=[O:10])=[N:8][C:4]=2[CH:3]=1. The yield is 0.660. (2) The reactants are [CH:1]1([C:4]2[N:8]=[CH:7][NH:6][N:5]=2)[CH2:3][CH2:2]1.[H-].[Na+].CS(O[CH:16]1[CH2:20][CH:19]([C:21]2[N:25]3[C:26]4[CH:32]=[CH:31][N:30](COCC[Si](C)(C)C)[C:27]=4[N:28]=[CH:29][C:24]3=[N:23][N:22]=2)[CH:18]([CH2:41][CH3:42])[CH2:17]1)(=O)=O.[CH:43]1([C:46]2[N:50]=[CH:49][N:48]([CH:51]3[CH2:55][CH:54]([C:56]4[N:60]5[C:61]6[CH:67]=[CH:66][N:65](COCC[Si](C)(C)C)[C:62]=6[N:63]=[CH:64][C:59]5=[N:58][N:57]=4)[CH:53]([CH2:76][CH3:77])[CH2:52]3)[N:47]=2)[CH2:45][CH2:44]1.FC(F)(F)C(O)=O. The catalyst is CN(C=O)C.C(Cl)Cl. The product is [CH:43]1([C:46]2[N:50]=[CH:49][N:48]([C@@H:51]3[CH2:55][C@H:54]([C:56]4[N:60]5[C:61]6[CH:67]=[CH:66][NH:65][C:62]=6[N:63]=[CH:64][C:59]5=[N:58][N:57]=4)[C@H:53]([CH2:76][CH3:77])[CH2:52]3)[N:47]=2)[CH2:45][CH2:44]1.[CH:1]1([C:4]2[N:5]([C@@H:16]3[CH2:20][C@H:19]([C:21]4[N:25]5[C:26]6[CH:32]=[CH:31][NH:30][C:27]=6[N:28]=[CH:29][C:24]5=[N:23][N:22]=4)[C@H:18]([CH2:41][CH3:42])[CH2:17]3)[N:6]=[CH:7][N:8]=2)[CH2:3][CH2:2]1. The yield is 0.250.